The task is: Predict the reactants needed to synthesize the given product.. This data is from Full USPTO retrosynthesis dataset with 1.9M reactions from patents (1976-2016). (1) Given the product [CH3:1][O:2][C:3]1[CH:4]=[C:5]2[C:10](=[CH:11][C:12]=1[O:13][S:34]([C:37]([F:40])([F:39])[F:38])(=[O:35])=[O:33])[N:9]=[CH:8][CH:7]=[C:6]2[O:14][C:15]1[CH:16]=[CH:17][C:18]([N+:21]([O-:23])=[O:22])=[CH:19][CH:20]=1, predict the reactants needed to synthesize it. The reactants are: [CH3:1][O:2][C:3]1[CH:4]=[C:5]2[C:10](=[CH:11][C:12]=1[OH:13])[N:9]=[CH:8][CH:7]=[C:6]2[O:14][C:15]1[CH:20]=[CH:19][C:18]([N+:21]([O-:23])=[O:22])=[CH:17][CH:16]=1.[N+](C1C=CC([O:33][S:34]([C:37]([F:40])([F:39])[F:38])(=O)=[O:35])=CC=1)([O-])=O.C(=O)([O-])[O-].[K+].[K+].O. (2) Given the product [C:7]([C:6]1[C:2]([NH:1][S:37]([C:34]2[CH:35]=[CH:36][C:31]([O:30][CH2:29][C:19]3[N:20]=[C:21]([C:23]4[CH:24]=[CH:25][CH:26]=[CH:27][CH:28]=4)[O:22][C:18]=3[CH3:17])=[CH:32][CH:33]=2)(=[O:38])=[O:39])=[N:3][N:4]([CH2:15][CH3:16])[CH:5]=1)(=[O:8])[C:9]1[CH:10]=[CH:11][CH:12]=[CH:13][CH:14]=1, predict the reactants needed to synthesize it. The reactants are: [NH2:1][C:2]1[C:6]([C:7]([C:9]2[CH:14]=[CH:13][CH:12]=[CH:11][CH:10]=2)=[O:8])=[CH:5][N:4]([CH2:15][CH3:16])[N:3]=1.[CH3:17][C:18]1[O:22][C:21]([C:23]2[CH:28]=[CH:27][CH:26]=[CH:25][CH:24]=2)=[N:20][C:19]=1[CH2:29][O:30][C:31]1[CH:36]=[CH:35][C:34]([S:37](Cl)(=[O:39])=[O:38])=[CH:33][CH:32]=1.